This data is from Retrosynthesis with 50K atom-mapped reactions and 10 reaction types from USPTO. The task is: Predict the reactants needed to synthesize the given product. (1) Given the product O=C(c1ccc(S[C@H]2C[C@H](N3CCCCC3)C2)cc1)N1CCOCC1, predict the reactants needed to synthesize it. The reactants are: C1COCCN1.O=C(O)c1ccc(S[C@H]2C[C@H](N3CCCCC3)C2)cc1. (2) Given the product CC(C)(c1ccc(O)cc1)c1ccc(N2C(=O)C=CC2=O)cc1, predict the reactants needed to synthesize it. The reactants are: CC(C)(c1ccc(N)cc1)c1ccc(O)cc1.O=C1C=CC(=O)O1. (3) Given the product CCN(CC)CCSc1ccc([N+](=O)[O-])cc1, predict the reactants needed to synthesize it. The reactants are: CCN(CC)CCCl.O=[N+]([O-])c1ccc(S)cc1.